Dataset: Forward reaction prediction with 1.9M reactions from USPTO patents (1976-2016). Task: Predict the product of the given reaction. (1) Given the reactants [CH:14]1[CH:19]=[CH:18][C:17](P([C:14]2[CH:19]=[CH:18][CH:17]=[CH:16][CH:15]=2)[C:14]2[CH:19]=[CH:18][CH:17]=[CH:16][CH:15]=2)=[CH:16][CH:15]=1.CCOC(/N=N/C(OCC)=O)=O.[C:32]([O:36][C:37](=[O:55])[CH2:38][NH:39][S:40]([C:43]1[CH:52]=[C:51]2[C:46]([C:47]([Cl:54])=[CH:48][N:49]=[C:50]2[Cl:53])=[CH:45][CH:44]=1)(=[O:42])=[O:41])([CH3:35])([CH3:34])[CH3:33].C1(CO)CCCC1, predict the reaction product. The product is: [C:32]([O:36][C:37](=[O:55])[CH2:38][N:39]([CH2:14][CH:19]1[CH2:15][CH2:16][CH2:17][CH2:18]1)[S:40]([C:43]1[CH:52]=[C:51]2[C:46]([C:47]([Cl:54])=[CH:48][N:49]=[C:50]2[Cl:53])=[CH:45][CH:44]=1)(=[O:42])=[O:41])([CH3:35])([CH3:33])[CH3:34]. (2) The product is: [NH2:15][CH2:16][CH2:17][NH:18][C:19]([NH:21][C:22]1[CH:27]=[CH:26][C:25]([NH:28][C:29]([O:31][N:32]2[C:36](=[O:37])[CH2:35][CH2:34][C:33]2=[O:38])=[O:30])=[CH:24][CH:23]=1)=[O:20]. Given the reactants C(O)(C(F)(F)F)=O.C(OC([NH:15][CH2:16][CH2:17][NH:18][C:19]([NH:21][C:22]1[CH:27]=[CH:26][C:25]([NH:28][C:29]([O:31][N:32]2[C:36](=[O:37])[CH2:35][CH2:34][C:33]2=[O:38])=[O:30])=[CH:24][CH:23]=1)=[O:20])=O)(C)(C)C, predict the reaction product.